From a dataset of Reaction yield outcomes from USPTO patents with 853,638 reactions. Predict the reaction yield, written as a fraction of the theoretical maximum amount of product (1.0 means a 100% yield; for example, 0.34 means a 34% yield). (1) The reactants are [F:1][C:2]1[CH:3]=[C:4]([C@H:10]2[CH2:14][CH2:13][CH2:12][N:11]2[C:15]2[CH:20]=[CH:19][N:18]3[N:21]=[CH:22][C:23]([C:24](O)=[O:25])=[C:17]3[N:16]=2)[C:5]([O:8][CH3:9])=[N:6][CH:7]=1.C(N(CC)CC)C.ClC1C=C(Cl)C=C(Cl)C=1C(Cl)=O.[CH3:46][C:47]1[CH:51]=[C:50]([NH2:52])[NH:49][N:48]=1. The catalyst is C1COCC1. The product is [F:1][C:2]1[CH:3]=[C:4]([C@H:10]2[CH2:14][CH2:13][CH2:12][N:11]2[C:15]2[CH:20]=[CH:19][N:18]3[N:21]=[CH:22][C:23]([C:24]([NH:52][C:50]4[NH:49][N:48]=[C:47]([CH3:46])[CH:51]=4)=[O:25])=[C:17]3[N:16]=2)[C:5]([O:8][CH3:9])=[N:6][CH:7]=1. The yield is 0.190. (2) The reactants are Br[CH2:2][CH2:3][CH2:4][CH2:5][CH2:6][CH2:7][CH2:8][CH2:9][CH2:10][CH2:11][CH2:12][OH:13].[CH3:14][NH2:15]. The catalyst is C(O)C. The product is [CH3:14][NH:15][CH2:2][CH2:3][CH2:4][CH2:5][CH2:6][CH2:7][CH2:8][CH2:9][CH2:10][CH2:11][CH2:12][OH:13]. The yield is 0.670. (3) The reactants are [NH2:1][C:2]1[CH2:7][CH2:6][CH2:5][C:4](=[O:8])[CH:3]=1.C(O[CH:12]=[C:13]([C:19]([O:21][CH2:22][CH3:23])=[O:20])[C:14]([O:16][CH2:17][CH3:18])=[O:15])C. No catalyst specified. The product is [CH2:17]([O:16][C:14](=[O:15])[C:13](=[CH:12][NH:1][C:2]1[CH2:7][CH2:6][CH2:5][C:4](=[O:8])[CH:3]=1)[C:19]([O:21][CH2:22][CH3:23])=[O:20])[CH3:18]. The yield is 0.900. (4) The reactants are [C:1]([O:5][C:6]([N:8]1[CH:14]([C:15]2[NH:16][C:17]([C:20]3[CH:25]=[CH:24][C:23](Br)=[CH:22][CH:21]=3)=[CH:18][N:19]=2)[CH2:13][C:10]2([CH2:12][CH2:11]2)[CH2:9]1)=[O:7])([CH3:4])([CH3:3])[CH3:2].[C:27]([O:31][C:32]([N:34]1[CH:39]([C:40]2[NH:44][C:43]3[CH:45]=[C:46]([C:49]4[CH:54]=[CH:53][C:52](B5OC(C)(C)C(C)(C)O5)=[CH:51][CH:50]=4)[CH:47]=[CH:48][C:42]=3[N:41]=2)[CH:38]2[CH2:64][CH:35]1[CH2:36][CH2:37]2)=[O:33])([CH3:30])([CH3:29])[CH3:28].C(=O)([O-])[O-].[K+].[K+]. The catalyst is COCCOC.C(OCC)(=O)C.C1C=CC([P]([Pd]([P](C2C=CC=CC=2)(C2C=CC=CC=2)C2C=CC=CC=2)([P](C2C=CC=CC=2)(C2C=CC=CC=2)C2C=CC=CC=2)[P](C2C=CC=CC=2)(C2C=CC=CC=2)C2C=CC=CC=2)(C2C=CC=CC=2)C2C=CC=CC=2)=CC=1. The product is [C:27]([O:31][C:32]([N:34]1[CH:39]([C:40]2[NH:44][C:43]3[CH:45]=[C:46]([C:49]4[CH:54]=[CH:53][C:52]([C:23]5[CH:22]=[CH:21][C:20]([C:17]6[NH:16][C:15]([CH:14]7[CH2:13][C:10]8([CH2:11][CH2:12]8)[CH2:9][N:8]7[C:6]([O:5][C:1]([CH3:3])([CH3:2])[CH3:4])=[O:7])=[N:19][CH:18]=6)=[CH:25][CH:24]=5)=[CH:51][CH:50]=4)[CH:47]=[CH:48][C:42]=3[N:41]=2)[CH:38]2[CH2:64][CH:35]1[CH2:36][CH2:37]2)=[O:33])([CH3:30])([CH3:28])[CH3:29]. The yield is 0.260. (5) The reactants are Cl[C:2]1[N:10]=[C:9]([Cl:11])[C:8]([CH:12]2[CH2:14][CH2:13]2)=[CH:7][C:3]=1[C:4]([NH2:6])=[O:5].[OH:15][CH2:16][CH2:17][CH2:18][C:19](=[O:21])[CH3:20].[H-].[Na+]. The catalyst is CN(C=O)C. The product is [Cl:11][C:9]1[C:8]([CH:12]2[CH2:14][CH2:13]2)=[CH:7][C:3]([C:4]([NH2:6])=[O:5])=[C:2]([O:15][CH2:16][CH2:17][CH2:18][C:19](=[O:21])[CH3:20])[N:10]=1. The yield is 0.194. (6) The reactants are [NH2:1]/[C:2](/[C:17]#[N:18])=[C:3](\[NH:6][C:7]([NH:9][CH2:10][CH:11]1[CH2:16][CH2:15][CH2:14][CH2:13][CH2:12]1)=[O:8])/[C:4]#[N:5].N/[C:20](=[C:23](\N)/C#N)/[C:21]#N.N(CC1CCCCC1)=C=[O:29].ClCCl.[O:40]1[CH2:44][CH2:43][CH2:42][CH2:41]1. No catalyst specified. The product is [CH:11]1([CH2:10][N:9]2[C:7](=[O:8])[NH:6][C:3]3[C:4]2=[N:5][C:41]([C:42]2[CH:23]=[CH:20][CH:21]=[C:44]([OH:40])[CH:43]=2)=[N:1][C:2]=3[C:17]([NH2:18])=[O:29])[CH2:16][CH2:15][CH2:14][CH2:13][CH2:12]1. The yield is 0.470. (7) The catalyst is CN(C)C=O.O. The product is [CH2:14]([O:13][P:12]([CH2:8][C:7]1[CH:10]=[CH:11][C:4]([N+:1]([O-:3])=[O:2])=[CH:5][CH:6]=1)(=[O:19])[O:16][CH2:17][CH3:18])[CH3:15]. The reactants are [N+:1]([C:4]1[CH:11]=[CH:10][C:7]([CH2:8]Br)=[CH:6][CH:5]=1)([O-:3])=[O:2].[P:12]([O:19]CC)([O:16][CH2:17][CH3:18])[O:13][CH2:14][CH3:15]. The yield is 0.660.